From a dataset of Catalyst prediction with 721,799 reactions and 888 catalyst types from USPTO. Predict which catalyst facilitates the given reaction. (1) Reactant: [C:1]([O:5][C:6]([N:8]1[CH2:14][C:13]2[CH:15]=[C:16](Br)[CH:17]=[CH:18][C:12]=2[O:11][CH2:10][CH2:9]1)=[O:7])([CH3:4])([CH3:3])[CH3:2].[Li]CCCC.CN([CH:28]=[O:29])C. Product: [CH:28]([C:16]1[CH:17]=[CH:18][C:12]2[O:11][CH2:10][CH2:9][N:8]([C:6]([O:5][C:1]([CH3:4])([CH3:3])[CH3:2])=[O:7])[CH2:14][C:13]=2[CH:15]=1)=[O:29]. The catalyst class is: 1. (2) Reactant: C(OC(=O)[NH:7][CH:8]([CH2:31][C:32]1[CH:37]=[CH:36][C:35]([Cl:38])=[CH:34][CH:33]=1)[C:9](=[O:30])[N:10]1[CH2:15][CH2:14][N:13]([C:16]2[C:17]3[S:24][C:23]([C:25]4[CH:29]=[CH:28][S:27][CH:26]=4)=[CH:22][C:18]=3[N:19]=[CH:20][N:21]=2)[CH2:12][CH2:11]1)(C)(C)C.[ClH:40]. Product: [ClH:38].[ClH:40].[NH2:7][CH:8]([CH2:31][C:32]1[CH:33]=[CH:34][C:35]([Cl:38])=[CH:36][CH:37]=1)[C:9]([N:10]1[CH2:11][CH2:12][N:13]([C:16]2[C:17]3[S:24][C:23]([C:25]4[CH:29]=[CH:28][S:27][CH:26]=4)=[CH:22][C:18]=3[N:19]=[CH:20][N:21]=2)[CH2:14][CH2:15]1)=[O:30]. The catalyst class is: 135.